Dataset: Peptide-MHC class I binding affinity with 185,985 pairs from IEDB/IMGT. Task: Regression. Given a peptide amino acid sequence and an MHC pseudo amino acid sequence, predict their binding affinity value. This is MHC class I binding data. (1) The peptide sequence is FMKSRVYSI. The MHC is HLA-B44:02 with pseudo-sequence HLA-B44:02. The binding affinity (normalized) is 0.0847. (2) The peptide sequence is WLGWGHAWV. The MHC is HLA-A68:02 with pseudo-sequence HLA-A68:02. The binding affinity (normalized) is 0.0847. (3) The peptide sequence is NLETYTRPEI. The MHC is HLA-A02:01 with pseudo-sequence HLA-A02:01. The binding affinity (normalized) is 0.343. (4) The peptide sequence is MGLLCLTLF. The MHC is HLA-A23:01 with pseudo-sequence HLA-A23:01. The binding affinity (normalized) is 0.435. (5) The peptide sequence is FVRSSPASF. The MHC is H-2-Kb with pseudo-sequence H-2-Kb. The binding affinity (normalized) is 0.223.